Dataset: CYP2C9 inhibition data for predicting drug metabolism from PubChem BioAssay. Task: Regression/Classification. Given a drug SMILES string, predict its absorption, distribution, metabolism, or excretion properties. Task type varies by dataset: regression for continuous measurements (e.g., permeability, clearance, half-life) or binary classification for categorical outcomes (e.g., BBB penetration, CYP inhibition). Dataset: cyp2c9_veith. (1) The compound is Cc1cnc(CNc2ncnc3ccc(-c4ccccc4C)cc23)cn1. The result is 0 (non-inhibitor). (2) The compound is CC(=O)N1CC[N+](C)(C)CC1. The result is 0 (non-inhibitor). (3) The result is 0 (non-inhibitor). The drug is CCOC(=O)C1CCN(C(=O)C2CCN(S(=O)(=O)N3CCCC3)CC2)CC1. (4) The molecule is NCCNC[C@H](O)CO. The result is 0 (non-inhibitor).